From a dataset of Reaction yield outcomes from USPTO patents with 853,638 reactions. Predict the reaction yield, written as a fraction of the theoretical maximum amount of product (1.0 means a 100% yield; for example, 0.34 means a 34% yield). (1) The reactants are [CH3:1][C:2]1[C:10]([N+:11]([O-:13])=[O:12])=[CH:9][C:5]([C:6]([OH:8])=[O:7])=[CH:4][C:3]=1[N+:14]([O-:16])=[O:15].S(Cl)(Cl)=O.[CH3:21]O. No catalyst specified. The product is [CH3:1][C:2]1[C:10]([N+:11]([O-:13])=[O:12])=[CH:9][C:5]([C:6]([O:8][CH3:21])=[O:7])=[CH:4][C:3]=1[N+:14]([O-:16])=[O:15]. The yield is 0.900. (2) The reactants are [H-].[Na+].[CH3:3][C:4]1([CH3:22])[C:8]([CH3:10])([CH3:9])[O:7][B:6]([C:11]2[CH:12]=[C:13]3[C:18](=[CH:19][CH:20]=2)[C:17](=[O:21])[NH:16][CH2:15][CH2:14]3)[O:5]1.[CH3:23]I. The catalyst is CN(C=O)C.C(OCC)(=O)C. The product is [CH3:23][N:16]1[CH2:15][CH2:14][C:13]2[C:18](=[CH:19][CH:20]=[C:11]([B:6]3[O:5][C:4]([CH3:22])([CH3:3])[C:8]([CH3:9])([CH3:10])[O:7]3)[CH:12]=2)[C:17]1=[O:21]. The yield is 0.360. (3) The reactants are [C:1]([O:5][C:6]([NH:8][C@H:9]([C:11]1[CH:20]=[CH:19][C:14]([C:15](OC)=[O:16])=[CH:13][CH:12]=1)[CH3:10])=[O:7])([CH3:4])([CH3:3])[CH3:2].[H-].[H-].[H-].[H-].[Li+].[Al+3].CCOC(C)=O.CCCCCCC. The catalyst is C1COCC1. The product is [OH:16][CH2:15][C:14]1[CH:13]=[CH:12][C:11]([C@@H:9]([NH:8][C:6](=[O:7])[O:5][C:1]([CH3:4])([CH3:3])[CH3:2])[CH3:10])=[CH:20][CH:19]=1. The yield is 0.840. (4) The reactants are Cl[C:2]1[C:7]([CH:8]([CH2:13][CH2:14][CH3:15])[C:9]([O:11][CH3:12])=[O:10])=[C:6]([CH3:16])[N:5]=[C:4]([C:17]2[CH:22]=[CH:21][CH:20]=[CH:19][CH:18]=2)[N:3]=1.C(N(CC)C(C)C)(C)C.[F:32][C:33]1[CH:38]=[C:37]([CH3:39])[CH:36]=[CH:35][C:34]=1B(O)O. The catalyst is COCCOC.O.[Pd].C1(P(C2C=CC=CC=2)C2C=CC=CC=2)C=CC=CC=1.C1(P(C2C=CC=CC=2)C2C=CC=CC=2)C=CC=CC=1.C1(P(C2C=CC=CC=2)C2C=CC=CC=2)C=CC=CC=1.C1(P(C2C=CC=CC=2)C2C=CC=CC=2)C=CC=CC=1. The product is [F:32][C:33]1[CH:38]=[C:37]([CH3:39])[CH:36]=[CH:35][C:34]=1[C:2]1[C:7]([CH:8]([CH2:13][CH2:14][CH3:15])[C:9]([O:11][CH3:12])=[O:10])=[C:6]([CH3:16])[N:5]=[C:4]([C:17]2[CH:22]=[CH:21][CH:20]=[CH:19][CH:18]=2)[N:3]=1. The yield is 0.670.